This data is from Experimental lipophilicity measurements (octanol/water distribution) for 4,200 compounds from AstraZeneca. The task is: Regression/Classification. Given a drug SMILES string, predict its absorption, distribution, metabolism, or excretion properties. Task type varies by dataset: regression for continuous measurements (e.g., permeability, clearance, half-life) or binary classification for categorical outcomes (e.g., BBB penetration, CYP inhibition). For this dataset (lipophilicity_astrazeneca), we predict Y. (1) The molecule is O=c1[nH]c2c(O)ccc([C@@H](O)CNCCSCCCOCCc3ccccc3)c2s1. The Y is 2.54 logD. (2) The molecule is COc1ccnc(N(C)c2ccnc(Nc3cc(N4CCOCC4)cc(N4CCOCC4)c3)n2)c1. The Y is 2.23 logD.